This data is from Forward reaction prediction with 1.9M reactions from USPTO patents (1976-2016). The task is: Predict the product of the given reaction. (1) Given the reactants C([N:8]1[CH2:13][CH2:12][CH:11]([N:14]2[CH2:19][CH2:18][CH:17]([O:20][CH3:21])[CH2:16][CH2:15]2)[CH2:10][CH2:9]1)C1C=CC=CC=1.[H][H], predict the reaction product. The product is: [CH3:21][O:20][CH:17]1[CH2:18][CH2:19][N:14]([CH:11]2[CH2:12][CH2:13][NH:8][CH2:9][CH2:10]2)[CH2:15][CH2:16]1. (2) Given the reactants [CH3:1][C:2]1[C:6]([I:7])=[C:5]([CH3:8])[NH:4][N:3]=1.[CH2:9]([O:11][C:12]([C@H:14]1[CH2:19][CH2:18][C@@H:17](OS(C2C=CC(C)=CC=2)(=O)=O)[CH2:16][CH2:15]1)=[O:13])[CH3:10].C([O-])([O-])=O.[K+].[K+].O1CCOCCOCCOCCOCCOCC1.CN(C=O)C, predict the reaction product. The product is: [I:7][C:6]1[C:2]([CH3:1])=[N:3][N:4]([C@H:17]2[CH2:18][CH2:19][C@H:14]([C:12]([O:11][CH2:9][CH3:10])=[O:13])[CH2:15][CH2:16]2)[C:5]=1[CH3:8]. (3) Given the reactants [Cl:1][C:2]1[CH:7]=[CH:6][C:5](F)=[C:4]([C:9]([OH:11])=[O:10])[N:3]=1.[CH3:12][NH2:13], predict the reaction product. The product is: [Cl:1][C:2]1[N:3]=[C:4]([C:9]([OH:11])=[O:10])[C:5]([NH:13][CH3:12])=[CH:6][CH:7]=1. (4) Given the reactants Cl[C:2]1[CH:3]=[C:4]([C:14]([NH:16][CH2:17][C:18]2[C:19](=[O:26])[NH:20][C:21]([CH3:25])=[CH:22][C:23]=2[CH3:24])=[O:15])[C:5]2[CH:10]=[N:9][N:8]([CH:11]([CH3:13])[CH3:12])[C:6]=2[N:7]=1.CC1(C)C(C)(C)OB([C:35]2[CH:44]=[CH:43][C:38]3[NH:39][C:40](=[O:42])[NH:41][C:37]=3[CH:36]=2)O1.C(=O)([O-])[O-].[Na+].[Na+], predict the reaction product. The product is: [CH3:24][C:23]1[CH:22]=[C:21]([CH3:25])[NH:20][C:19](=[O:26])[C:18]=1[CH2:17][NH:16][C:14]([C:4]1[C:5]2[CH:10]=[N:9][N:8]([CH:11]([CH3:13])[CH3:12])[C:6]=2[N:7]=[C:2]([C:35]2[CH:44]=[CH:43][C:38]3[NH:39][C:40](=[O:42])[NH:41][C:37]=3[CH:36]=2)[CH:3]=1)=[O:15]. (5) Given the reactants [CH2:1]([O:4][C:5]([CH:7]1[C:12](=[O:13])[CH:11]=[CH:10][S:9][CH2:8]1)=[O:6])[CH:2]=[CH2:3].[Br:14][C:15]1[CH:20]=[CH:19][C:18]([CH2:21]Br)=[CH:17][CH:16]=1.C([O-])([O-])=O.[K+].[K+], predict the reaction product. The product is: [CH2:1]([O:4][C:5]([C:7]1([CH2:21][C:18]2[CH:19]=[CH:20][C:15]([Br:14])=[CH:16][CH:17]=2)[C:12](=[O:13])[CH:11]=[CH:10][S:9][CH2:8]1)=[O:6])[CH:2]=[CH2:3].